From a dataset of Forward reaction prediction with 1.9M reactions from USPTO patents (1976-2016). Predict the product of the given reaction. (1) The product is: [C:23]1([O:22][C:20](=[O:21])[NH:1][C:2]2[C:11]3[CH2:10][CH:9]([OH:12])[CH2:8][CH2:7][C:6]=3[CH:5]=[CH:4][CH:3]=2)[CH:28]=[CH:27][CH:26]=[CH:25][CH:24]=1. Given the reactants [NH2:1][C:2]1[CH:3]=[CH:4][CH:5]=[C:6]2[C:11]=1[CH2:10][CH:9]([OH:12])[CH2:8][CH2:7]2.N1C=CC=CC=1.Cl[C:20]([O:22][C:23]1[CH:28]=[CH:27][CH:26]=[CH:25][CH:24]=1)=[O:21].O, predict the reaction product. (2) Given the reactants [CH2:1]([C:11]1[CH:16]=[C:15]([CH3:17])[C:14]([NH2:18])=[C:13]([CH3:19])[CH:12]=1)[C:2]1[CH:7]=[C:6]([CH3:8])[C:5]([NH2:9])=[C:4]([CH3:10])[CH:3]=1.[CH2:20]([C:22]([CH3:24])=O)[CH3:21], predict the reaction product. The product is: [CH:20]([NH:18][C:14]1[C:15]([CH3:17])=[CH:16][C:11]([CH2:1][C:2]2[CH:7]=[C:6]([CH3:8])[C:5]([NH:9][CH:1]([CH2:2][CH3:3])[CH3:11])=[C:4]([CH3:10])[CH:3]=2)=[CH:12][C:13]=1[CH3:19])([CH2:22][CH3:24])[CH3:21]. (3) Given the reactants [NH2:1][C:2]1[CH:3]=[C:4]2[C:8](=[CH:9][CH:10]=1)[C:7](=[O:11])[CH2:6][CH2:5]2.[C:12](Cl)(=[O:21])[C:13]1[CH:18]=[CH:17][C:16]([O:19][CH3:20])=[CH:15][CH:14]=1.C(N(CC)CC)C, predict the reaction product. The product is: [CH3:20][O:19][C:16]1[CH:17]=[CH:18][C:13]([C:12]([NH:1][C:2]2[CH:3]=[C:4]3[C:8](=[CH:9][CH:10]=2)[C:7](=[O:11])[CH2:6][CH2:5]3)=[O:21])=[CH:14][CH:15]=1. (4) Given the reactants [Br:1][C:2]1[CH:10]=[CH:9][CH:8]=[CH:7][C:3]=1[CH2:4][CH2:5][OH:6].C[Si]([N-][Si](C)(C)C)(C)C.[Na+].[C:21]([O:25][C:26]([N:28]1[C:37]2[C:32](=[CH:33][C:34]([C:38]3[CH:43]=[CH:42][CH:41]=[CH:40][C:39]=3[O:44][CH3:45])=[CH:35][CH:36]=2)[C:31]([CH:46](OS(C)(=O)=O)[CH3:47])=[CH:30][C:29]1([CH3:54])[CH3:53])=[O:27])([CH3:24])([CH3:23])[CH3:22], predict the reaction product. The product is: [C:21]([O:25][C:26]([N:28]1[C:37]2[C:32](=[CH:33][C:34]([C:38]3[CH:43]=[CH:42][CH:41]=[CH:40][C:39]=3[O:44][CH3:45])=[CH:35][CH:36]=2)[C:31]([CH:46]([O:6][CH2:5][CH2:4][C:3]2[CH:7]=[CH:8][CH:9]=[CH:10][C:2]=2[Br:1])[CH3:47])=[CH:30][C:29]1([CH3:53])[CH3:54])=[O:27])([CH3:24])([CH3:23])[CH3:22]. (5) The product is: [Br:1][C:2]1[CH:8]=[CH:7][C:5]([NH:6][C:21](=[O:22])[C@@H:20]2[CH2:24][CH2:25][CH2:26][N:19]2[C:17](=[O:18])[CH2:16][C:10]2[CH:15]=[CH:14][CH:13]=[CH:12][CH:11]=2)=[C:4]([F:9])[CH:3]=1. Given the reactants [Br:1][C:2]1[CH:8]=[CH:7][C:5]([NH2:6])=[C:4]([F:9])[CH:3]=1.[C:10]1([CH2:16][C:17]([N:19]2[CH2:26][CH2:25][CH2:24][C@H:20]2[C:21](O)=[O:22])=[O:18])[CH:15]=[CH:14][CH:13]=[CH:12][CH:11]=1.CCOC1N(C(OCC)=O)C2C(=CC=CC=2)C=C1, predict the reaction product. (6) Given the reactants I[CH2:2][CH3:3].[OH:4][C:5]1[CH:6]=[C:7]2[C:12](=[CH:13][CH:14]=1)[CH:11]([C:15]([O:17][CH2:18][CH3:19])=[O:16])[N:10]([C:20]([O:22][C:23]([CH3:26])([CH3:25])[CH3:24])=[O:21])[CH2:9][CH2:8]2.C(=O)([O-])[O-].[Cs+].[Cs+].O, predict the reaction product. The product is: [CH2:2]([O:4][C:5]1[CH:6]=[C:7]2[C:12](=[CH:13][CH:14]=1)[CH:11]([C:15]([O:17][CH2:18][CH3:19])=[O:16])[N:10]([C:20]([O:22][C:23]([CH3:25])([CH3:24])[CH3:26])=[O:21])[CH2:9][CH2:8]2)[CH3:3]. (7) Given the reactants [F:1][C:2]([F:30])([F:29])[C:3]1[N:7]([CH2:8][C:9]2[S:10][CH:11]=[C:12]([C:14]3[CH:19]=[CH:18][CH:17]=[C:16]([C:20]([F:23])([F:22])[F:21])[CH:15]=3)[N:13]=2)[N:6]=[CH:5][C:4]=1[C:24]([O:26]CC)=[O:25].[OH-].[Na+].C(O)C.Cl, predict the reaction product. The product is: [F:30][C:2]([F:1])([F:29])[C:3]1[N:7]([CH2:8][C:9]2[S:10][CH:11]=[C:12]([C:14]3[CH:19]=[CH:18][CH:17]=[C:16]([C:20]([F:23])([F:22])[F:21])[CH:15]=3)[N:13]=2)[N:6]=[CH:5][C:4]=1[C:24]([OH:26])=[O:25]. (8) Given the reactants [C:1]([C:5]1[S:9][C:8](=[NH:10])[N:7]([CH2:11][CH:12]2[CH2:15][N:14]([C:16]([O:18][C:19]([CH3:22])([CH3:21])[CH3:20])=[O:17])[CH2:13]2)[CH:6]=1)([CH3:4])([CH3:3])[CH3:2].C(N(CC)CC)C.[F:30][C:31]1[CH:39]=[CH:38][C:37]([C:40]([F:43])([F:42])[F:41])=[CH:36][C:32]=1[C:33](Cl)=[O:34], predict the reaction product. The product is: [C:1]([C:5]1[S:9]/[C:8](=[N:10]\[C:33](=[O:34])[C:32]2[CH:36]=[C:37]([C:40]([F:41])([F:42])[F:43])[CH:38]=[CH:39][C:31]=2[F:30])/[N:7]([CH2:11][CH:12]2[CH2:15][N:14]([C:16]([O:18][C:19]([CH3:22])([CH3:21])[CH3:20])=[O:17])[CH2:13]2)[CH:6]=1)([CH3:4])([CH3:2])[CH3:3]. (9) Given the reactants [CH3:1][O:2][C:3]1[CH:4]=[C:5]2[C:10](=[CH:11][C:12]=1[O:13][CH3:14])[N:9]=[CH:8][N:7]=[C:6]2[O:15][C:16]1[CH:22]=[CH:21][C:19]([NH2:20])=[CH:18][CH:17]=1.C(N(CC)CC)C.[C:30](Cl)(Cl)=[S:31].[N:34]1([CH2:39][CH2:40][NH2:41])[CH2:38][CH2:37][CH2:36][CH2:35]1, predict the reaction product. The product is: [CH3:1][O:2][C:3]1[CH:4]=[C:5]2[C:10](=[CH:11][C:12]=1[O:13][CH3:14])[N:9]=[CH:8][N:7]=[C:6]2[O:15][C:16]1[CH:22]=[CH:21][C:19]([NH:20][C:30]([NH:41][CH2:40][CH2:39][N:34]2[CH2:38][CH2:37][CH2:36][CH2:35]2)=[S:31])=[CH:18][CH:17]=1. (10) Given the reactants [Cl:1][C:2]1[N:6]2[CH:7]=[CH:8][CH:9]=[C:10]([CH3:11])[C:5]2=[N:4][C:3]=1[CH2:12][C@@H:13]1[CH2:18][CH2:17][CH2:16][CH2:15][N:14]1C(OC(C)(C)C)=O.C(O)(C(F)(F)F)=O, predict the reaction product. The product is: [Cl:1][C:2]1[N:6]2[CH:7]=[CH:8][CH:9]=[C:10]([CH3:11])[C:5]2=[N:4][C:3]=1[CH2:12][C@@H:13]1[CH2:18][CH2:17][CH2:16][CH2:15][NH:14]1.